Dataset: NCI-60 drug combinations with 297,098 pairs across 59 cell lines. Task: Regression. Given two drug SMILES strings and cell line genomic features, predict the synergy score measuring deviation from expected non-interaction effect. (1) Drug 1: C1=CC(=CC=C1C#N)C(C2=CC=C(C=C2)C#N)N3C=NC=N3. Drug 2: CCN(CC)CCNC(=O)C1=C(NC(=C1C)C=C2C3=C(C=CC(=C3)F)NC2=O)C. Cell line: HCT116. Synergy scores: CSS=-2.13, Synergy_ZIP=4.88, Synergy_Bliss=9.55, Synergy_Loewe=-3.18, Synergy_HSA=-3.06. (2) Drug 1: CN(C)N=NC1=C(NC=N1)C(=O)N. Drug 2: CC1=CC=C(C=C1)C2=CC(=NN2C3=CC=C(C=C3)S(=O)(=O)N)C(F)(F)F. Cell line: TK-10. Synergy scores: CSS=-2.72, Synergy_ZIP=0.975, Synergy_Bliss=0.133, Synergy_Loewe=-2.32, Synergy_HSA=-2.06. (3) Drug 1: CC1C(C(CC(O1)OC2CC(CC3=C2C(=C4C(=C3O)C(=O)C5=C(C4=O)C(=CC=C5)OC)O)(C(=O)C)O)N)O.Cl. Drug 2: C(=O)(N)NO. Cell line: HCC-2998. Synergy scores: CSS=25.6, Synergy_ZIP=0.142, Synergy_Bliss=3.43, Synergy_Loewe=3.61, Synergy_HSA=5.55. (4) Drug 1: CC1C(C(CC(O1)OC2CC(CC3=C2C(=C4C(=C3O)C(=O)C5=C(C4=O)C(=CC=C5)OC)O)(C(=O)C)O)N)O.Cl. Drug 2: C1C(C(OC1N2C=NC3=C(N=C(N=C32)Cl)N)CO)O. Cell line: OVCAR-4. Synergy scores: CSS=4.34, Synergy_ZIP=0.863, Synergy_Bliss=1.44, Synergy_Loewe=-3.16, Synergy_HSA=-1.14.